This data is from Catalyst prediction with 721,799 reactions and 888 catalyst types from USPTO. The task is: Predict which catalyst facilitates the given reaction. (1) Reactant: [CH:1]([C:4]1[C:9](=[O:10])[NH:8][C:7](=[O:11])[NH:6][C:5]=1[C:12]([C:14]1[CH:15]=[C:16]([CH:19]=[C:20]([CH3:22])[CH:21]=1)[C:17]#[N:18])=[O:13])([CH3:3])[CH3:2].C(=O)([O-])[O-].[K+].[K+].I[CH2:30][CH2:31][CH2:32][CH3:33]. Product: [CH2:30]([N:6]1[C:5]([C:12]([C:14]2[CH:15]=[C:16]([CH:19]=[C:20]([CH3:22])[CH:21]=2)[C:17]#[N:18])=[O:13])=[C:4]([CH:1]([CH3:3])[CH3:2])[C:9](=[O:10])[NH:8][C:7]1=[O:11])[CH2:31][CH2:32][CH3:33]. The catalyst class is: 3. (2) Reactant: Cl[C:2]1[N:13]=[CH:12][CH:11]=[CH:10][C:3]=1[C:4]([NH:6][CH2:7][C:8]#[CH:9])=[O:5].[CH3:14][O:15][C:16]1[CH:22]=[CH:21][C:19]([NH2:20])=[CH:18][CH:17]=1. Product: [CH3:14][O:15][C:16]1[CH:22]=[CH:21][C:19]([NH:20][C:2]2[N:13]=[CH:12][CH:11]=[CH:10][C:3]=2[C:4]([NH:6][CH2:7][C:8]#[CH:9])=[O:5])=[CH:18][CH:17]=1. The catalyst class is: 196. (3) Reactant: [CH:1]1[CH:2]=[C:3]([C:17]([F:20])([F:19])[F:18])[CH:4]=[C:5]([NH:7][C:8]2[N:13]=[CH:12][CH:11]=[CH:10][C:9]=2[C:14]([OH:16])=[O:15])[CH:6]=1.[N+:21]([C:24]1[CH:29]=[CH:28][C:27](O)=[CH:26][CH:25]=1)([O-:23])=[O:22].CCN=C=NCCCN(C)C. Product: [F:20][C:17]([F:18])([F:19])[C:3]1[CH:4]=[C:5]([NH:7][C:8]2[N:13]=[CH:12][CH:11]=[CH:10][C:9]=2[C:14]([O:16][C:27]2[CH:28]=[CH:29][C:24]([N+:21]([O-:23])=[O:22])=[CH:25][CH:26]=2)=[O:15])[CH:6]=[CH:1][CH:2]=1. The catalyst class is: 2. (4) Reactant: [CH3:14][C:11]1([CH3:15])[CH2:12][O:13][B:8]([B:8]2[O:13][CH2:12][C:11]([CH3:15])([CH3:14])[CH2:10][O:9]2)[O:9][CH2:10]1.[C:17]([O:21][C:22](=[O:35])[NH:23][C@H:24]([C:28]1[CH:29]=[N:30][CH:31]=[C:32](Br)[CH:33]=1)[CH2:25][CH:26]=[CH2:27])([CH3:20])([CH3:19])[CH3:18].CC([O-])=O.[K+]. Product: [C:17]([O:21][C:22](=[O:35])[NH:23][C@H:24]([C:28]1[CH:29]=[N:30][CH:31]=[C:32]([B:8]2[O:9][CH2:10][C:11]([CH3:14])([CH3:15])[CH2:12][O:13]2)[CH:33]=1)[CH2:25][CH:26]=[CH2:27])([CH3:18])([CH3:19])[CH3:20]. The catalyst class is: 787. (5) Reactant: [Li]CCCC.[C:6](#[N:8])[CH3:7].[C:9](OC)(=[O:16])[C:10]1[CH:15]=[CH:14][CH:13]=[CH:12][CH:11]=1.C(#N)C.C(=O)=O. Product: [O:16]=[C:9]([C:10]1[CH:15]=[CH:14][CH:13]=[CH:12][CH:11]=1)[CH2:7][C:6]#[N:8]. The catalyst class is: 1. (6) Reactant: [OH2:1].[NH2:2]O.[CH3:4][CH:5]([CH3:9])[CH2:6][CH:7]=O.CC1C=CC(S(NCl)(=O)=O)=CC=1.[C:22]([O:26][CH3:27])(=[O:25])[C:23]#[CH:24].[OH-].[Na+].[NH4+].[OH-]. Product: [CH3:27][O:26][C:22]([C:23]1[O:1][N:2]=[C:7]([CH2:6][CH:5]([CH3:9])[CH3:4])[CH:24]=1)=[O:25]. The catalyst class is: 371. (7) Reactant: [CH3:1][N:2]([CH3:24])[C:3]([C:5]1([CH:18]2[CH2:23][CH2:22][CH2:21][CH2:20][CH2:19]2)[CH2:10][CH2:9][N:8](C(OC(C)(C)C)=O)[CH2:7][CH2:6]1)=[O:4].[ClH:25].C(O)(C)C. Product: [ClH:25].[CH3:1][N:2]([CH3:24])[C:3]([C:5]1([CH:18]2[CH2:23][CH2:22][CH2:21][CH2:20][CH2:19]2)[CH2:6][CH2:7][NH:8][CH2:9][CH2:10]1)=[O:4]. The catalyst class is: 4. (8) Reactant: [CH:1]1[CH:6]=[CH:5][C:4](P([C:1]2[CH:6]=[CH:5][C:4]3[C:3](=CC=CC=3)[C:2]=2[C:1]2[C:6]3[C:5](=CC=CC=3)[CH:4]=[CH:3][C:2]=2P([C:1]2[CH:6]=[CH:5][CH:4]=[CH:3][CH:2]=2)[C:1]2[CH:6]=[CH:5][CH:4]=[CH:3][CH:2]=2)[C:1]2[CH:6]=[CH:5][CH:4]=[CH:3][CH:2]=2)=[CH:3][CH:2]=1.C1(B(O)O)C=CC=CC=1.[CH3:56][C:57]1[CH:58]=[C:59]2[C:64](=[CH:65][CH:66]=1)[O:63][C:62](=[O:67])[CH:61]=[CH:60]2.CCN(CC)CC.[NH4+].[Cl-]. The catalyst class is: 155. Product: [CH3:56][C:57]1[CH:58]=[C:59]2[C:64](=[CH:65][CH:66]=1)[O:63][C:62](=[O:67])[CH2:61][C@H:60]2[C:1]1[CH:6]=[CH:5][CH:4]=[CH:3][CH:2]=1. (9) Reactant: [C:1]([C:3]1[CH:4]=[C:5]2[C:10](=[CH:11][CH:12]=1)[C:9](=[O:13])[CH2:8][CH2:7][C:6]2([CH3:15])[CH3:14])#[CH:2].[CH3:16][O:17][C:18](=[O:27])[CH2:19][C:20]1[CH:25]=[CH:24][C:23](I)=[CH:22][CH:21]=1. Product: [CH3:14][C:6]1([CH3:15])[C:5]2[CH:4]=[C:3]([C:1]#[C:2][C:23]3[CH:24]=[CH:25][C:20]([CH2:19][C:18]([O:17][CH3:16])=[O:27])=[CH:21][CH:22]=3)[CH:12]=[CH:11][C:10]=2[C:9](=[O:13])[CH2:8][CH2:7]1. The catalyst class is: 337.